This data is from CYP1A2 inhibition data for predicting drug metabolism from PubChem BioAssay. The task is: Regression/Classification. Given a drug SMILES string, predict its absorption, distribution, metabolism, or excretion properties. Task type varies by dataset: regression for continuous measurements (e.g., permeability, clearance, half-life) or binary classification for categorical outcomes (e.g., BBB penetration, CYP inhibition). Dataset: cyp1a2_veith. (1) The drug is CCCc1nnc(NC(=O)c2cccs2)s1. The result is 1 (inhibitor). (2) The molecule is CC(=O)Nc1ccc(N=Cc2c(C)c(C#N)c(=O)n(CCc3ccccc3)c2O)cc1. The result is 0 (non-inhibitor).